This data is from Catalyst prediction with 721,799 reactions and 888 catalyst types from USPTO. The task is: Predict which catalyst facilitates the given reaction. (1) The catalyst class is: 7. Product: [Cl:1][C:2]1[CH:3]=[C:4]([C:10]2[CH:15]=[CH:14][C:13]([F:16])=[CH:12][CH:11]=2)[CH:5]=[CH:6][C:7]=1[CH2:8][N:19]1[C:20](=[O:22])[CH2:21][O:17][C:18]1=[O:23]. Reactant: [Cl:1][C:2]1[CH:3]=[C:4]([C:10]2[CH:15]=[CH:14][C:13]([F:16])=[CH:12][CH:11]=2)[CH:5]=[CH:6][C:7]=1[CH2:8]Cl.[O:17]1[CH2:21][C:20](=[O:22])[NH:19][C:18]1=[O:23].CN(C)C(N(C)C)=N. (2) Reactant: [CH:1]([C:5]1[CH:14]=[CH:13][C:12]2[C:7](=[CH:8][CH:9]=[CH:10][CH:11]=2)[C:6]=1[CH:15]=[O:16])=[CH:2][CH2:3][CH3:4].[H][H]. Product: [CH2:1]([C:5]1[CH:14]=[CH:13][C:12]2[C:7](=[CH:8][CH:9]=[CH:10][CH:11]=2)[C:6]=1[CH:15]=[O:16])[CH2:2][CH2:3][CH3:4]. The catalyst class is: 586.